This data is from Forward reaction prediction with 1.9M reactions from USPTO patents (1976-2016). The task is: Predict the product of the given reaction. (1) Given the reactants [CH3:1][C@@H:2]1[C@@H:41]([OH:42])[C@@H:40]([CH3:43])[C@H:39]([CH3:44])[O:38][C:36](=[O:37])[CH2:35][C@H:34]([OH:45])[CH2:33][C@H:32]([OH:46])[CH2:31][CH2:30][C@@H:29]([OH:47])[C@H:28]([OH:48])[CH2:27][C@H:26]([OH:49])[CH2:25][C@@:23]2([OH:50])[O:24][C@H:19]([C@H:20]([C:52]([OH:54])=[O:53])[C@@H:21]([OH:51])[CH2:22]2)[CH2:18][C@@H:17]([O:55][CH:56]2[O:61][C@H:60]([CH3:62])[C@@H:59]([OH:63])[C@H:58]([N:64]([CH2:69][CH2:70][CH2:71][NH2:72])[CH2:65][CH2:66][CH2:67][NH2:68])[C@@H:57]2[OH:73])[CH:16]=[CH:15][CH:14]=[CH:13][CH:12]=[CH:11][CH:10]=[CH:9][CH:8]=[CH:7][CH:6]=[CH:5][CH:4]=[CH:3]1.[CH3:74][Si](C=[N+]=[N-])(C)C.C(OCC)C, predict the reaction product. The product is: [CH3:1][C@@H:2]1[C@@H:41]([OH:42])[C@@H:40]([CH3:43])[C@H:39]([CH3:44])[O:38][C:36](=[O:37])[CH2:35][C@H:34]([OH:45])[CH2:33][C@H:32]([OH:46])[CH2:31][CH2:30][C@@H:29]([OH:47])[C@H:28]([OH:48])[CH2:27][C@H:26]([OH:49])[CH2:25][C@@:23]2([OH:50])[O:24][C@H:19]([C@H:20]([C:52]([O:54][CH3:74])=[O:53])[C@@H:21]([OH:51])[CH2:22]2)[CH2:18][C@@H:17]([O:55][CH:56]2[O:61][C@H:60]([CH3:62])[C@@H:59]([OH:63])[C@H:58]([N:64]([CH2:65][CH2:66][CH2:67][NH2:68])[CH2:69][CH2:70][CH2:71][NH2:72])[C@@H:57]2[OH:73])[CH:16]=[CH:15][CH:14]=[CH:13][CH:12]=[CH:11][CH:10]=[CH:9][CH:8]=[CH:7][CH:6]=[CH:5][CH:4]=[CH:3]1. (2) Given the reactants [Cl:1][C:2]1[CH:7]=[CH:6][C:5]([C:8]2[CH:13]=[N:12][N:11]3[C:14](=[O:17])[NH:15][N:16]=[C:10]3[C:9]=2[C:18]2[CH:23]=[CH:22][C:21]([Cl:24])=[CH:20][CH:19]=2)=[CH:4][CH:3]=1.Cl[CH2:26][C:27]([NH:29][C:30]1[CH:35]=[CH:34][C:33]([C:36]([F:39])([F:38])[F:37])=[CH:32][CH:31]=1)=[O:28].C([O-])([O-])=O.[K+].[K+], predict the reaction product. The product is: [Cl:1][C:2]1[CH:7]=[CH:6][C:5]([C:8]2[CH:13]=[N:12][N:11]3[C:14](=[O:17])[N:15]([CH2:26][C:27]([NH:29][C:30]4[CH:35]=[CH:34][C:33]([C:36]([F:37])([F:38])[F:39])=[CH:32][CH:31]=4)=[O:28])[N:16]=[C:10]3[C:9]=2[C:18]2[CH:23]=[CH:22][C:21]([Cl:24])=[CH:20][CH:19]=2)=[CH:4][CH:3]=1. (3) Given the reactants [N+](C1C=CC([O:10][C:11]([N:13]2[CH2:17][C@@H:16]([N:18]([CH2:31][C:32]3[CH:37]=[C:36]([C:38]([F:41])([F:40])[F:39])[CH:35]=[C:34]([C:42]([F:45])([F:44])[F:43])[CH:33]=3)[C:19]3[N:24]=[CH:23][C:22]([C:25]4[CH:26]=[N:27][N:28]([CH3:30])[CH:29]=4)=[CH:21][N:20]=3)[CH2:15][C@H:14]2[CH2:46][CH3:47])=O)=CC=1)([O-])=O.Cl.COC([C@H]1CC[C@H](CN)CC1)=O.[CH2:61]([N:63](CC)[CH2:64]C)C.[Cl-].[NH4+], predict the reaction product. The product is: [CH3:61][N:63]([CH3:64])[C:11]([N:13]1[CH2:17][C@@H:16]([N:18]([CH2:31][C:32]2[CH:33]=[C:34]([C:42]([F:43])([F:45])[F:44])[CH:35]=[C:36]([C:38]([F:41])([F:39])[F:40])[CH:37]=2)[C:19]2[N:24]=[CH:23][C:22]([C:25]3[CH:26]=[N:27][N:28]([CH3:30])[CH:29]=3)=[CH:21][N:20]=2)[CH2:15][C@H:14]1[CH2:46][CH3:47])=[O:10]. (4) Given the reactants [CH2:1]([C:3]([C:21]1[CH:29]=[CH:28][C:24]([C:25]([OH:27])=O)=[C:23]([CH3:30])[CH:22]=1)([C:6]1[CH:11]=[CH:10][C:9]([O:12][CH2:13][CH:14]([OH:19])[C:15]([CH3:18])([CH3:17])[CH3:16])=[C:8]([CH3:20])[CH:7]=1)[CH2:4][CH3:5])[CH3:2].Cl.NO.[CH3:34]CN=C=NCCCN(C)C.C1C=C[C:48]2[N:53]([OH:54])N=NC=2C=1.CCN(CC)CC, predict the reaction product. The product is: [CH2:1]([C:3]([C:21]1[CH:29]=[CH:28][C:24]([C:25]([N:53]([O:54][CH3:34])[CH3:48])=[O:27])=[C:23]([CH3:30])[CH:22]=1)([C:6]1[CH:11]=[CH:10][C:9]([O:12][CH2:13][CH:14]([OH:19])[C:15]([CH3:17])([CH3:16])[CH3:18])=[C:8]([CH3:20])[CH:7]=1)[CH2:4][CH3:5])[CH3:2]. (5) Given the reactants [CH2:1]([C:3]1[CH:4]=[C:5]([CH2:11][C@@H:12]([NH:16][C:17]([N:19]2[CH2:24][CH2:23][CH:22]([N:25]3[CH2:31][CH2:30][C:29]4[CH:32]=[CH:33][CH:34]=[CH:35][C:28]=4[NH:27][C:26]3=[O:36])[CH2:21][CH2:20]2)=[O:18])[C:13](O)=[O:14])[CH:6]=[CH:7][C:8]=1[CH2:9][CH3:10])[CH3:2].[NH:37]1[CH2:42][CH2:41][CH:40]([N:43]2[CH2:49][CH2:48][CH2:47][CH2:46][CH2:45][CH2:44]2)[CH2:39][CH2:38]1, predict the reaction product. The product is: [CH2:1]([C:3]1[CH:4]=[C:5]([CH:6]=[CH:7][C:8]=1[CH2:9][CH3:10])[CH2:11][C@@H:12]([NH:16][C:17]([N:19]1[CH2:24][CH2:23][CH:22]([N:25]2[CH2:31][CH2:30][C:29]3[CH:32]=[CH:33][CH:34]=[CH:35][C:28]=3[NH:27][C:26]2=[O:36])[CH2:21][CH2:20]1)=[O:18])[C:13](=[O:14])[N:37]1[CH2:42][CH2:41][CH:40]([N:43]2[CH2:49][CH2:48][CH2:47][CH2:46][CH2:45][CH2:44]2)[CH2:39][CH2:38]1)[CH3:2]. (6) Given the reactants O=[C:2]1[CH2:7][CH2:6][CH2:5][CH2:4][CH:3]1[C:8]([O:10]CC)=O.[NH:13]([C:15]1[CH:20]=[CH:19][CH:18]=[CH:17][N:16]=1)[NH2:14], predict the reaction product. The product is: [N:16]1[CH:17]=[CH:18][CH:19]=[CH:20][C:15]=1[N:13]1[C:8]([OH:10])=[C:3]2[C:2]([CH2:7][CH2:6][CH2:5][CH2:4]2)=[N:14]1. (7) Given the reactants [C:1]([O:5][CH2:6][CH:7]=[N:8][OH:9])([CH3:4])([CH3:3])[CH3:2].C1C(=O)N([Cl:17])C(=O)C1.CCOCC, predict the reaction product. The product is: [C:1]([O:5][CH2:6][C:7]([Cl:17])=[N:8][OH:9])([CH3:4])([CH3:3])[CH3:2]. (8) The product is: [N:35]([CH:13]([C:10]1[CH:11]=[CH:12][C:7]([O:6][C:5]2[CH:16]=[CH:17][C:2]([Cl:1])=[CH:3][C:4]=2[N+:18]([O-:20])=[O:19])=[CH:8][CH:9]=1)[CH3:14])=[N+:36]=[N-:37]. Given the reactants [Cl:1][C:2]1[CH:17]=[CH:16][C:5]([O:6][C:7]2[CH:12]=[CH:11][C:10]([CH:13](O)[CH3:14])=[CH:9][CH:8]=2)=[C:4]([N+:18]([O-:20])=[O:19])[CH:3]=1.C1(P([N:35]=[N+:36]=[N-:37])(C2C=CC=CC=2)=O)C=CC=CC=1.O, predict the reaction product. (9) Given the reactants [CH3:1][N:2]([CH3:53])[C:3]1[CH:8]=[CH:7][C:6]([N:9]=[N:10][C:11]2[CH:52]=[CH:51][C:14]([C:15]([NH:17][CH2:18][CH:19]([CH2:24][CH2:25][C:26]([F:50])([F:49])[C:27]([F:48])([F:47])[C:28]([F:46])([F:45])[C:29]([F:44])([F:43])[C:30]([F:42])([F:41])[C:31]([F:40])([F:39])[C:32]([F:38])([F:37])[C:33]([F:36])([F:35])[F:34])[C:20]([O:22]C)=[O:21])=[O:16])=[CH:13][CH:12]=2)=[CH:5][CH:4]=1.[OH-].[Na+], predict the reaction product. The product is: [CH3:53][N:2]([CH3:1])[C:3]1[CH:8]=[CH:7][C:6]([N:9]=[N:10][C:11]2[CH:12]=[CH:13][C:14]([C:15]([NH:17][CH2:18][CH:19]([CH2:24][CH2:25][C:26]([F:50])([F:49])[C:27]([F:47])([F:48])[C:28]([F:45])([F:46])[C:29]([F:43])([F:44])[C:30]([F:41])([F:42])[C:31]([F:40])([F:39])[C:32]([F:38])([F:37])[C:33]([F:36])([F:35])[F:34])[C:20]([OH:22])=[O:21])=[O:16])=[CH:51][CH:52]=2)=[CH:5][CH:4]=1.